The task is: Predict the product of the given reaction.. This data is from Forward reaction prediction with 1.9M reactions from USPTO patents (1976-2016). (1) Given the reactants [CH:1]1([NH:6][C:7]2[N:12]3[N:13]=[C:14]([C:23]4[CH:28]=[CH:27][N:26]=[CH:25][CH:24]=4)[C:15]([C:16](=O)[CH:17]=[CH:18]N(C)C)=[C:11]3[CH:10]=[CH:9][CH:8]=2)[CH2:5][CH2:4][CH2:3][CH2:2]1.Cl.[CH:30]1([NH:35][C:36]([NH2:38])=[NH:37])CCCC1.CC(C)([O-])C.[K+].O, predict the reaction product. The product is: [CH:1]1([NH:6][C:7]2[N:12]3[N:13]=[C:14]([C:23]4[CH:28]=[CH:27][N:26]=[CH:25][CH:24]=4)[C:15]([C:16]4[CH:17]=[CH:18][N:38]=[C:36]([NH:35][CH3:30])[N:37]=4)=[C:11]3[CH:10]=[CH:9][CH:8]=2)[CH2:5][CH2:4][CH2:3][CH2:2]1. (2) Given the reactants [F:1][C:2]1([F:25])[CH2:4][CH:3]1[CH2:5][N:6]1[C:10]2[CH:11]=[CH:12][C:13](B3OC(C)(C)C(C)(C)O3)=[CH:14][C:9]=2[S:8][C:7]1=[O:24].[OH:26]O, predict the reaction product. The product is: [F:1][C:2]1([F:25])[CH2:4][CH:3]1[CH2:5][N:6]1[C:10]2[CH:11]=[CH:12][C:13]([OH:26])=[CH:14][C:9]=2[S:8][C:7]1=[O:24]. (3) Given the reactants [Br-].[CH2:2]([Zn+])[C:3]1[CH:8]=[CH:7][CH:6]=[CH:5][CH:4]=1.I[C:11]1[CH:16]=[C:15]([CH3:17])[C:14]([C:18]2[N:19]=[C:20]([NH:23][C:24](=[O:31])[C:25]3[CH:30]=[CH:29][N:28]=[CH:27][CH:26]=3)[S:21][CH:22]=2)=[C:13]([CH3:32])[CH:12]=1.C([O-])(O)=O.[Na+], predict the reaction product. The product is: [CH2:2]([C:11]1[CH:12]=[C:13]([CH3:32])[C:14]([C:18]2[N:19]=[C:20]([NH:23][C:24](=[O:31])[C:25]3[CH:26]=[CH:27][N:28]=[CH:29][CH:30]=3)[S:21][CH:22]=2)=[C:15]([CH3:17])[CH:16]=1)[C:3]1[CH:8]=[CH:7][CH:6]=[CH:5][CH:4]=1. (4) The product is: [Cl:22][C:23]1[C:24]([F:39])=[C:25]([C:29]2[CH:37]=[CH:36][CH:35]=[C:34]3[C:30]=2[C:31](=[CH:20][C:3]2[NH:4][C:5]4[CH2:10][CH2:9][N:8]([CH2:11][CH2:12][N:13]5[CH2:14][CH2:15][O:16][CH2:17][CH2:18]5)[C:7](=[O:19])[C:6]=4[C:2]=2[CH3:1])[C:32](=[O:38])[NH:33]3)[CH:26]=[CH:27][CH:28]=1. Given the reactants [CH3:1][C:2]1[C:6]2[C:7](=[O:19])[N:8]([CH2:11][CH2:12][N:13]3[CH2:18][CH2:17][O:16][CH2:15][CH2:14]3)[CH2:9][CH2:10][C:5]=2[NH:4][C:3]=1[CH:20]=O.[Cl:22][C:23]1[C:24]([F:39])=[C:25]([C:29]2[CH:37]=[CH:36][CH:35]=[C:34]3[C:30]=2[CH2:31][C:32](=[O:38])[NH:33]3)[CH:26]=[CH:27][CH:28]=1, predict the reaction product. (5) The product is: [F:1][C:2]1[CH:3]=[C:4]([CH:9]([O:11][Si:22]([CH:29]([CH3:31])[CH3:30])([CH:26]([CH3:28])[CH3:27])[CH:23]([CH3:25])[CH3:24])[CH3:10])[CH:5]=[C:6]([F:8])[CH:7]=1. Given the reactants [F:1][C:2]1[CH:3]=[C:4]([C:9](=[O:11])[CH3:10])[CH:5]=[C:6]([F:8])[CH:7]=1.[BH4-].[Na+].N1C(C)=CC=CC=1C.[Si:22](OS(C(F)(F)F)(=O)=O)([CH:29]([CH3:31])[CH3:30])([CH:26]([CH3:28])[CH3:27])[CH:23]([CH3:25])[CH3:24], predict the reaction product. (6) Given the reactants [CH3:1][C@H:2]([O:6][C:7]1[N:15]=[C:14]2[C:10]([N:11]=[CH:12][N:13]2[CH:16]2[CH2:21][CH2:20][CH2:19][CH2:18][O:17]2)=[C:9]([NH2:22])[N:8]=1)[CH2:3][CH2:4][CH3:5].[Br:23]N1C(=O)CCC1=O, predict the reaction product. The product is: [Br:23][C:12]1[N:13]([CH:16]2[CH2:21][CH2:20][CH2:19][CH2:18][O:17]2)[C:14]2[C:10]([N:11]=1)=[C:9]([NH2:22])[N:8]=[C:7]([O:6][C@@H:2]([CH3:1])[CH2:3][CH2:4][CH3:5])[N:15]=2. (7) The product is: [OH:22][NH:21][C:18]1[CH:19]=[CH:20][C:15]([S:12]([NH:11][C:8]2[CH:9]=[CH:10][C:5]3[CH2:4][O:3][B:2]([OH:1])[C:6]=3[CH:7]=2)(=[O:13])=[O:14])=[CH:16][CH:17]=1. Given the reactants [OH:1][B:2]1[C:6]2[CH:7]=[C:8]([NH:11][S:12]([C:15]3[CH:20]=[CH:19][C:18]([N+:21]([O-])=[O:22])=[CH:17][CH:16]=3)(=[O:14])=[O:13])[CH:9]=[CH:10][C:5]=2[CH2:4][O:3]1, predict the reaction product. (8) The product is: [C:12]([O:11][C:9]([N:5]1[CH2:6][CH2:7][CH2:8][C@@H:3]([CH2:2][NH:1][C:24](=[O:25])[O:26][CH2:27][C:28]2[CH:33]=[CH:32][CH:31]=[CH:30][CH:29]=2)[CH2:4]1)=[O:10])([CH3:15])([CH3:14])[CH3:13]. Given the reactants [NH2:1][CH2:2][C@@H:3]1[CH2:8][CH2:7][CH2:6][N:5]([C:9]([O:11][C:12]([CH3:15])([CH3:14])[CH3:13])=[O:10])[CH2:4]1.C(N(CC)CC)C.Cl[C:24]([O:26][CH2:27][C:28]1[CH:33]=[CH:32][CH:31]=[CH:30][CH:29]=1)=[O:25], predict the reaction product.